From a dataset of Blood-brain barrier penetration binary classification data from Martins et al.. Regression/Classification. Given a drug SMILES string, predict its absorption, distribution, metabolism, or excretion properties. Task type varies by dataset: regression for continuous measurements (e.g., permeability, clearance, half-life) or binary classification for categorical outcomes (e.g., BBB penetration, CYP inhibition). Dataset: bbb_martins. (1) The drug is OC(c1ccccc1)(c1ccccc1)C1CCCCN1. The result is 1 (penetrates BBB). (2) The molecule is Nc1ccn([C@@H]2O[C@H](CO)[C@@H](O)[C@@H]2O)c(=O)n1. The result is 1 (penetrates BBB). (3) The drug is CCO[C@H]1CCN(C(=O)c2cc(-c3ccccc3)c(=O)n3c2-c2cc(Cl)ccc2CC3)C1. The result is 1 (penetrates BBB). (4) The drug is C[C@@H]1C[C@H]2[C@@H]3CCC4=CC(=O)C=C[C@]4(C)[C@@]3(Cl)[C@@H](O)C[C@]2(C)[C@@]1(O)C(=O)CCl. The result is 1 (penetrates BBB). (5) The result is 1 (penetrates BBB). The molecule is CSc1ccc2c(c1)C(N1CCN(C)CC1)Cc1ccccc1S2. (6) The compound is NC(=O)NCCN1CCN(c2cccc(C(F)(F)F)c2)CC1. The result is 1 (penetrates BBB). (7) The compound is O=C1NCCCC1N1C(=O)c2ccccc2S1(=O)=O. The result is 1 (penetrates BBB).